This data is from Catalyst prediction with 721,799 reactions and 888 catalyst types from USPTO. The task is: Predict which catalyst facilitates the given reaction. (1) Reactant: [Cl:1][C:2]1[C:7]2[NH:8][C:9]([N:11]3[CH2:16][CH2:15][NH:14][C@H:13]([CH3:17])[CH2:12]3)=[N:10][C:6]=2[CH:5]=[C:4]([C:18]([F:21])([F:20])[F:19])[CH:3]=1.Cl[C:23]1[C:28]([C:29]([F:32])([F:31])[F:30])=[CH:27][CH:26]=[CH:25][N:24]=1.C(N(C(C)C)CC)(C)C. Product: [Cl:1][C:2]1[C:7]2[NH:8][C:9]([N:11]3[CH2:16][CH2:15][N:14]([C:23]4[C:28]([C:29]([F:32])([F:31])[F:30])=[CH:27][CH:26]=[CH:25][N:24]=4)[C@H:13]([CH3:17])[CH2:12]3)=[N:10][C:6]=2[CH:5]=[C:4]([C:18]([F:21])([F:20])[F:19])[CH:3]=1. The catalyst class is: 6. (2) Reactant: Cl.[NH2:2][C:3]1[CH:8]=[CH:7][C:6]([CH3:9])=[CH:5][CH:4]=1.[N:10]([O-])=O.[Na+].[CH3:14][C:15]1([CH3:24])[CH2:20][CH:19]([OH:21])[CH2:18][C:17]([CH3:23])([CH3:22])[NH:16]1. Product: [CH3:14][C:15]1([CH3:24])[CH2:20][CH:19]([OH:21])[CH2:18][C:17]([CH3:23])([CH3:22])[N:16]1[N:10]=[N:2][C:3]1[CH:8]=[CH:7][C:6]([CH3:9])=[CH:5][CH:4]=1. The catalyst class is: 192. (3) Reactant: [Cl:1][C:2]1[C:12]2=[C:13]3[C:5]([CH:6]=[CH:7][CH:8]=[C:9]3[CH2:10][C:11]2=[O:14])=[CH:4][CH:3]=1.[BH4-].[Na+].[Cl-].[NH4+]. Product: [Cl:1][C:2]1[C:12]2=[C:13]3[C:5]([CH:6]=[CH:7][CH:8]=[C:9]3[CH2:10][CH:11]2[OH:14])=[CH:4][CH:3]=1. The catalyst class is: 5. (4) Reactant: [C:1]([O:5][C:6]([N:8]1[CH2:12][C:11](=[O:13])[CH2:10][C@H:9]1[C:14]([OH:16])=O)=[O:7])([CH3:4])([CH3:3])[CH3:2].[Br:17][C:18]1[CH:19]=[C:20]([CH2:25][NH2:26])[CH:21]=[C:22]([F:24])[CH:23]=1.CN(C(ON1N=NC2C=CC=NC1=2)=[N+](C)C)C.F[P-](F)(F)(F)(F)F.C(N(CC)C(C)C)(C)C. Product: [Br:17][C:18]1[CH:19]=[C:20]([CH:21]=[C:22]([F:24])[CH:23]=1)[CH2:25][NH:26][C:14]([C@@H:9]1[CH2:10][C:11](=[O:13])[CH2:12][N:8]1[C:6]([O:5][C:1]([CH3:2])([CH3:3])[CH3:4])=[O:7])=[O:16]. The catalyst class is: 4. (5) Reactant: [C:1]1([S:7]([N:10]2[C:18]3[C:13](=[CH:14][C:15](B4OC(C)(C)C(C)(C)O4)=[CH:16][CH:17]=3)[CH:12]=[C:11]2[C:28]2[C:33]([F:34])=[CH:32][CH:31]=[CH:30][C:29]=2[F:35])(=[O:9])=[O:8])[CH:6]=[CH:5][CH:4]=[CH:3][CH:2]=1.[CH3:36][C:37]1[S:41][C:40]([C:42]2[CH:47]=[CH:46][N:45]=[CH:44][CH:43]=2)=[N:39][C:38]=1OS(C(F)(F)F)(=O)=O.C([O-])([O-])=O.[K+].[K+]. Product: [C:1]1([S:7]([N:10]2[C:18]3[C:17](=[CH:16][C:15]([C:38]4[N:39]=[C:40]([C:42]5[CH:47]=[CH:46][N:45]=[CH:44][CH:43]=5)[S:41][C:37]=4[CH3:36])=[CH:14][CH:13]=3)[CH:12]=[C:11]2[C:28]2[C:29]([F:35])=[CH:30][CH:31]=[CH:32][C:33]=2[F:34])(=[O:8])=[O:9])[CH:6]=[CH:5][CH:4]=[CH:3][CH:2]=1. The catalyst class is: 12. (6) Reactant: [CH2:1]([O:8][C:9]1[CH:33]=[CH:32][C:12]([CH2:13][CH2:14][NH:15][C:16]([C:18]2[C:19]([NH:25][CH:26]3[CH2:31][CH2:30][CH2:29][CH2:28][CH2:27]3)=[N:20][C:21](Cl)=[N:22][CH:23]=2)=[O:17])=[CH:11][CH:10]=1)[C:2]1[CH:7]=[CH:6][CH:5]=[CH:4][CH:3]=1.[C-]#N.[Na+].[N:37]12CCN(CC1)C[CH2:38]2. The catalyst class is: 58. Product: [CH2:1]([O:8][C:9]1[CH:33]=[CH:32][C:12]([CH2:13][CH2:14][NH:15][C:16]([C:18]2[C:19]([NH:25][CH:26]3[CH2:31][CH2:30][CH2:29][CH2:28][CH2:27]3)=[N:20][C:21]([C:38]#[N:37])=[N:22][CH:23]=2)=[O:17])=[CH:11][CH:10]=1)[C:2]1[CH:7]=[CH:6][CH:5]=[CH:4][CH:3]=1. (7) Reactant: [Br:1][C:2]1[N:7]=[C:6]2[N:8]([CH2:11][C:12]3[CH:23]=[CH:22][C:15]4[N:16]=[C:17](S(C)=O)[S:18][C:14]=4[CH:13]=3)[CH:9]=[N:10][C:5]2=[CH:4][CH:3]=1.[NH2:24][C@@H:25]1[CH2:30][CH2:29][CH2:28][CH2:27][C@H:26]1[OH:31].CCN(C(C)C)C(C)C. Product: [Br:1][C:2]1[N:7]=[C:6]2[N:8]([CH2:11][C:12]3[CH:23]=[CH:22][C:15]4[N:16]=[C:17]([NH:24][C@@H:25]5[CH2:30][CH2:29][CH2:28][CH2:27][C@H:26]5[OH:31])[S:18][C:14]=4[CH:13]=3)[CH:9]=[N:10][C:5]2=[CH:4][CH:3]=1. The catalyst class is: 44. (8) Reactant: [CH3:1][C:2]1[C:3]([C:16]2[CH:21]=[CH:20][C:19]([S:22]([CH3:25])(=[O:24])=[O:23])=[CH:18][CH:17]=2)=[N:4][C:5](S(C)(=O)=O)=[N:6][C:7]=1[C:8]([F:11])([F:10])[F:9].[CH2:26]([NH2:33])[C:27]1[CH:32]=[CH:31][CH:30]=[CH:29][CH:28]=1. Product: [CH2:26]([NH:33][C:5]1[N:4]=[C:3]([C:16]2[CH:21]=[CH:20][C:19]([S:22]([CH3:25])(=[O:23])=[O:24])=[CH:18][CH:17]=2)[C:2]([CH3:1])=[C:7]([C:8]([F:11])([F:10])[F:9])[N:6]=1)[C:27]1[CH:32]=[CH:31][CH:30]=[CH:29][CH:28]=1. The catalyst class is: 264. (9) Reactant: [CH3:1][O:2][C:3]1[CH:4]=[C:5]([CH:8]=[CH:9][CH:10]=1)[C:6]#N.[CH2:11]([Mg]Br)[CH2:12][CH2:13][CH2:14][CH2:15][CH3:16].C([O:21]CC)C.Cl. Product: [CH3:1][O:2][C:3]1[CH:4]=[C:5]([C:6](=[O:21])[CH2:11][CH2:12][CH2:13][CH2:14][CH2:15][CH3:16])[CH:8]=[CH:9][CH:10]=1. The catalyst class is: 1.